This data is from Full USPTO retrosynthesis dataset with 1.9M reactions from patents (1976-2016). The task is: Predict the reactants needed to synthesize the given product. (1) The reactants are: [NH2:1][C:2]1[N:11]=[C:10]([C:12]([N:14]2[CH2:22][C:21]3[C:16](=[CH:17][CH:18]=[CH:19][CH:20]=3)[CH2:15]2)=[O:13])[C:9]2[C:4](=[CH:5][CH:6]=[C:7]([CH2:23][C:24]([O:26]CC)=[O:25])[CH:8]=2)[N:3]=1.[OH-].[Na+]. Given the product [NH2:1][C:2]1[N:11]=[C:10]([C:12]([N:14]2[CH2:15][C:16]3[C:21](=[CH:20][CH:19]=[CH:18][CH:17]=3)[CH2:22]2)=[O:13])[C:9]2[C:4](=[CH:5][CH:6]=[C:7]([CH2:23][C:24]([OH:26])=[O:25])[CH:8]=2)[N:3]=1, predict the reactants needed to synthesize it. (2) Given the product [CH2:42]([O:44][C:45](=[O:48])[CH2:46][NH:47][C:14](=[O:16])[C:13]1[CH:17]=[CH:18][CH:19]=[C:11]([OH:10])[CH:12]=1)[CH3:43], predict the reactants needed to synthesize it. The reactants are: CCN(C(C)C)C(C)C.[OH:10][C:11]1[CH:12]=[C:13]([CH:17]=[CH:18][CH:19]=1)[C:14]([OH:16])=O.CCN=C=NCCCN(C)C.C1C=CC2N(O)N=NC=2C=1.Cl.[CH2:42]([O:44][C:45](=[O:48])[CH2:46][NH2:47])[CH3:43]. (3) Given the product [CH3:16][O:8][C:7](=[O:9])[C:6]1[CH:5]=[CH:4][C:3]([CH2:2][NH2:1])=[CH:11][CH:10]=1, predict the reactants needed to synthesize it. The reactants are: [NH2:1][CH2:2][C:3]1[CH:11]=[CH:10][C:6]([C:7]([OH:9])=[O:8])=[CH:5][CH:4]=1.S(Cl)(Cl)=O.[CH3:16]O. (4) Given the product [F:1][C:2]([F:13])([F:12])[CH2:3][CH2:4][S:5]([CH2:8][CH2:9][CH2:10][NH:14][CH2:15][CH2:16][OH:17])(=[O:7])=[O:6], predict the reactants needed to synthesize it. The reactants are: [F:1][C:2]([F:13])([F:12])[CH2:3][CH2:4][S:5]([CH2:8][CH2:9][CH2:10]Cl)(=[O:7])=[O:6].[NH2:14][CH2:15][CH2:16][OH:17]. (5) Given the product [S:33]1[C:34]2[CH:40]=[CH:39][CH:38]=[CH:37][C:35]=2[N:36]=[C:32]1[NH:1][CH2:2][C:3]([NH:5][C@@H:6]1[CH2:10][CH2:9][N:8]([CH:11]2[CH2:12][CH2:13][C:14]([OH:23])([C:17]3[CH:22]=[CH:21][CH:20]=[CH:19][N:18]=3)[CH2:15][CH2:16]2)[CH2:7]1)=[O:4], predict the reactants needed to synthesize it. The reactants are: [NH2:1][CH2:2][C:3]([NH:5][C@@H:6]1[CH2:10][CH2:9][N:8]([CH:11]2[CH2:16][CH2:15][C:14]([OH:23])([C:17]3[CH:22]=[CH:21][CH:20]=[CH:19][N:18]=3)[CH2:13][CH2:12]2)[CH2:7]1)=[O:4].CCN(CC)CC.Cl[C:32]1[S:33][C:34]2[CH:40]=[CH:39][CH:38]=[CH:37][C:35]=2[N:36]=1.